This data is from Catalyst prediction with 721,799 reactions and 888 catalyst types from USPTO. The task is: Predict which catalyst facilitates the given reaction. Reactant: [CH:1]1([C:6]([OH:16])([C:10]2[CH:15]=[CH:14][CH:13]=[CH:12][CH:11]=2)[C:7]([OH:9])=[O:8])[CH2:5][CH2:4][CH2:3][CH2:2]1.[CH3:17][C:18]1[N:19]([CH2:23][CH2:24]OS(C)(=O)=O)[CH:20]=[CH:21][N:22]=1.N12CCCN=C1CCCC=C2. Product: [CH:1]1([C:6]([OH:16])([C:10]2[CH:11]=[CH:12][CH:13]=[CH:14][CH:15]=2)[C:7]([O:9][CH2:24][CH2:23][N:19]2[CH:20]=[CH:21][N:22]=[C:18]2[CH3:17])=[O:8])[CH2:5][CH2:4][CH2:3][CH2:2]1. The catalyst class is: 11.